This data is from NCI-60 drug combinations with 297,098 pairs across 59 cell lines. The task is: Regression. Given two drug SMILES strings and cell line genomic features, predict the synergy score measuring deviation from expected non-interaction effect. (1) Drug 1: CNC(=O)C1=CC=CC=C1SC2=CC3=C(C=C2)C(=NN3)C=CC4=CC=CC=N4. Drug 2: CCC1=C2CN3C(=CC4=C(C3=O)COC(=O)C4(CC)O)C2=NC5=C1C=C(C=C5)O. Cell line: HCT-15. Synergy scores: CSS=45.5, Synergy_ZIP=-0.00650, Synergy_Bliss=1.52, Synergy_Loewe=-8.56, Synergy_HSA=0.607. (2) Drug 1: COC1=CC(=CC(=C1O)OC)C2C3C(COC3=O)C(C4=CC5=C(C=C24)OCO5)OC6C(C(C7C(O6)COC(O7)C8=CC=CS8)O)O. Drug 2: C1CC(C1)(C(=O)O)C(=O)O.[NH2-].[NH2-].[Pt+2]. Cell line: HS 578T. Synergy scores: CSS=32.5, Synergy_ZIP=-1.53, Synergy_Bliss=0.606, Synergy_Loewe=5.09, Synergy_HSA=6.34. (3) Drug 1: CC1OCC2C(O1)C(C(C(O2)OC3C4COC(=O)C4C(C5=CC6=C(C=C35)OCO6)C7=CC(=C(C(=C7)OC)O)OC)O)O. Drug 2: C1CN1P(=S)(N2CC2)N3CC3. Cell line: U251. Synergy scores: CSS=54.8, Synergy_ZIP=-7.04, Synergy_Bliss=-3.45, Synergy_Loewe=-9.28, Synergy_HSA=0.751.